From a dataset of Forward reaction prediction with 1.9M reactions from USPTO patents (1976-2016). Predict the product of the given reaction. (1) The product is: [CH3:16][C:17]1[CH:22]=[C:21]([C:23]2[C:27]([CH:28]=[O:29])=[C:26]([Cl:30])[N:25]([CH3:31])[N:24]=2)[CH:20]=[CH:19][C:18]=1[O:32][CH2:2][C:3]1[CH:8]=[CH:7][CH:6]=[CH:5][C:4]=1[N:9]1[C:13](=[O:14])[N:12]([CH3:15])[N:11]=[N:10]1. Given the reactants Br[CH2:2][C:3]1[CH:8]=[CH:7][CH:6]=[CH:5][C:4]=1[N:9]1[C:13](=[O:14])[N:12]([CH3:15])[N:11]=[N:10]1.[CH3:16][C:17]1[CH:22]=[C:21]([C:23]2[C:27]([CH:28]=[O:29])=[C:26]([Cl:30])[N:25]([CH3:31])[N:24]=2)[CH:20]=[CH:19][C:18]=1[OH:32].C(=O)([O-])[O-].[K+].[K+], predict the reaction product. (2) Given the reactants [S:1]1[C:5]2[CH:6]=[CH:7][CH:8]=[CH:9][C:4]=2[N:3]=[C:2]1[NH:10][C:11]([C:13]1[CH:14]=[CH:15][CH:16]=[C:17]2[C:22]=1[CH2:21][N:20]([C:23]1[N:28]=[C:27]([C:29]([O:31][C:32]([CH3:35])([CH3:34])[CH3:33])=[O:30])[C:26]([C:36]3[CH:41]=[CH:40][CH:39]=[C:38](Cl)[C:37]=3[CH3:43])=[CH:25][CH:24]=1)[CH2:19][CH2:18]2)=[O:12].C1(P(C2CCCCC2)[C:51]2[CH:56]=[CH:55][CH:54]=[CH:53][C:52]=2[C:57]2C(OC(C)C)=CC=CC=2OC(C)C)CCCCC1, predict the reaction product. The product is: [S:1]1[C:5]2[CH:6]=[CH:7][CH:8]=[CH:9][C:4]=2[N:3]=[C:2]1[NH:10][C:11]([C:13]1[CH:14]=[CH:15][CH:16]=[C:17]2[C:22]=1[CH2:21][N:20]([C:23]1[N:28]=[C:27]([C:29]([O:31][C:32]([CH3:35])([CH3:34])[CH3:33])=[O:30])[C:26]([C:36]3[CH:41]=[CH:40][CH:39]=[C:38]([CH2:57][CH:52]4[CH2:53][CH2:54][CH2:55][CH2:56][CH2:51]4)[C:37]=3[CH3:43])=[CH:25][CH:24]=1)[CH2:19][CH2:18]2)=[O:12]. (3) Given the reactants Br[C:2]1[C:3](=[O:10])[N:4]([CH3:9])[CH:5]=[C:6]([Br:8])[CH:7]=1.[NH2:11][C:12]1[CH:17]=[CH:16][CH:15]=[CH:14][N:13]=1.C(=O)([O-])[O-].[Cs+].[Cs+].CC1(C)C2C(=C(P(C3C=CC=CC=3)C3C=CC=CC=3)C=CC=2)OC2C(P(C3C=CC=CC=3)C3C=CC=CC=3)=CC=CC1=2, predict the reaction product. The product is: [Br:8][C:6]1[CH:7]=[C:2]([NH:11][C:12]2[CH:17]=[CH:16][CH:15]=[CH:14][N:13]=2)[C:3](=[O:10])[N:4]([CH3:9])[CH:5]=1. (4) Given the reactants [F:1][C:2]1[C:11]([CH:12]([CH2:17][N:18]2[CH2:22][CH2:21][C@H:20]([CH2:23][NH:24]C(=O)C(F)(F)F)[CH2:19]2)[C:13]([O:15][CH3:16])=[O:14])=[C:10]2[C:5]([CH:6]=[CH:7][C:8]([O:31][CH3:32])=[N:9]2)=[CH:4][CH:3]=1.C(=O)([O-])[O-].[K+].[K+].O, predict the reaction product. The product is: [NH2:24][CH2:23][C@H:20]1[CH2:21][CH2:22][N:18]([CH2:17][CH:12]([C:11]2[C:2]([F:1])=[CH:3][CH:4]=[C:5]3[C:10]=2[N:9]=[C:8]([O:31][CH3:32])[CH:7]=[CH:6]3)[C:13]([O:15][CH3:16])=[O:14])[CH2:19]1.